Dataset: NCI-60 drug combinations with 297,098 pairs across 59 cell lines. Task: Regression. Given two drug SMILES strings and cell line genomic features, predict the synergy score measuring deviation from expected non-interaction effect. (1) Drug 1: CCCS(=O)(=O)NC1=C(C(=C(C=C1)F)C(=O)C2=CNC3=C2C=C(C=N3)C4=CC=C(C=C4)Cl)F. Drug 2: CCC1(CC2CC(C3=C(CCN(C2)C1)C4=CC=CC=C4N3)(C5=C(C=C6C(=C5)C78CCN9C7C(C=CC9)(C(C(C8N6C=O)(C(=O)OC)O)OC(=O)C)CC)OC)C(=O)OC)O.OS(=O)(=O)O. Cell line: SK-MEL-2. Synergy scores: CSS=42.6, Synergy_ZIP=5.12, Synergy_Bliss=6.27, Synergy_Loewe=-38.3, Synergy_HSA=3.56. (2) Drug 1: C1CC(C1)(C(=O)O)C(=O)O.[NH2-].[NH2-].[Pt+2]. Drug 2: CC(C)NC(=O)C1=CC=C(C=C1)CNNC.Cl. Cell line: SK-MEL-5. Synergy scores: CSS=25.2, Synergy_ZIP=-5.86, Synergy_Bliss=2.38, Synergy_Loewe=-0.758, Synergy_HSA=2.45. (3) Drug 1: CCC1(CC2CC(C3=C(CCN(C2)C1)C4=CC=CC=C4N3)(C5=C(C=C6C(=C5)C78CCN9C7C(C=CC9)(C(C(C8N6C=O)(C(=O)OC)O)OC(=O)C)CC)OC)C(=O)OC)O.OS(=O)(=O)O. Drug 2: C1=NC2=C(N1)C(=S)N=CN2. Cell line: IGROV1. Synergy scores: CSS=10.7, Synergy_ZIP=-1.98, Synergy_Bliss=2.70, Synergy_Loewe=2.35, Synergy_HSA=3.14. (4) Drug 1: CS(=O)(=O)C1=CC(=C(C=C1)C(=O)NC2=CC(=C(C=C2)Cl)C3=CC=CC=N3)Cl. Drug 2: CC1C(C(=O)NC(C(=O)N2CCCC2C(=O)N(CC(=O)N(C(C(=O)O1)C(C)C)C)C)C(C)C)NC(=O)C3=C4C(=C(C=C3)C)OC5=C(C(=O)C(=C(C5=N4)C(=O)NC6C(OC(=O)C(N(C(=O)CN(C(=O)C7CCCN7C(=O)C(NC6=O)C(C)C)C)C)C(C)C)C)N)C. Cell line: OVCAR3. Synergy scores: CSS=27.7, Synergy_ZIP=19.1, Synergy_Bliss=25.2, Synergy_Loewe=23.0, Synergy_HSA=23.2. (5) Drug 1: CC12CCC(CC1=CCC3C2CCC4(C3CC=C4C5=CN=CC=C5)C)O. Drug 2: CC1C(C(=O)NC(C(=O)N2CCCC2C(=O)N(CC(=O)N(C(C(=O)O1)C(C)C)C)C)C(C)C)NC(=O)C3=C4C(=C(C=C3)C)OC5=C(C(=O)C(=C(C5=N4)C(=O)NC6C(OC(=O)C(N(C(=O)CN(C(=O)C7CCCN7C(=O)C(NC6=O)C(C)C)C)C)C(C)C)C)N)C. Cell line: A549. Synergy scores: CSS=8.79, Synergy_ZIP=6.03, Synergy_Bliss=8.26, Synergy_Loewe=7.39, Synergy_HSA=6.87. (6) Drug 1: C1=CC(=CC=C1CCC2=CNC3=C2C(=O)NC(=N3)N)C(=O)NC(CCC(=O)O)C(=O)O. Drug 2: CC1=C2C(C(=O)C3(C(CC4C(C3C(C(C2(C)C)(CC1OC(=O)C(C(C5=CC=CC=C5)NC(=O)C6=CC=CC=C6)O)O)OC(=O)C7=CC=CC=C7)(CO4)OC(=O)C)O)C)OC(=O)C. Cell line: KM12. Synergy scores: CSS=11.9, Synergy_ZIP=-14.1, Synergy_Bliss=-22.9, Synergy_Loewe=-52.4, Synergy_HSA=-17.5. (7) Drug 1: CC1=C2C(C(=O)C3(C(CC4C(C3C(C(C2(C)C)(CC1OC(=O)C(C(C5=CC=CC=C5)NC(=O)OC(C)(C)C)O)O)OC(=O)C6=CC=CC=C6)(CO4)OC(=O)C)OC)C)OC. Drug 2: CC1=C(C=C(C=C1)NC(=O)C2=CC=C(C=C2)CN3CCN(CC3)C)NC4=NC=CC(=N4)C5=CN=CC=C5. Cell line: BT-549. Synergy scores: CSS=40.8, Synergy_ZIP=2.89, Synergy_Bliss=-0.781, Synergy_Loewe=-33.7, Synergy_HSA=-2.97.